Dataset: Catalyst prediction with 721,799 reactions and 888 catalyst types from USPTO. Task: Predict which catalyst facilitates the given reaction. Reactant: I[C:2]1[N:3]([CH2:9][CH2:10][NH:11][C:12](=[O:18])[O:13][C:14]([CH3:17])([CH3:16])[CH3:15])[C:4](I)=[C:5]([I:7])[N:6]=1.C([Mg]Br)C.O. Product: [I:7][C:5]1[N:6]=[CH:2][N:3]([CH2:9][CH2:10][NH:11][C:12](=[O:18])[O:13][C:14]([CH3:16])([CH3:15])[CH3:17])[CH:4]=1. The catalyst class is: 116.